From a dataset of Reaction yield outcomes from USPTO patents with 853,638 reactions. Predict the reaction yield, written as a fraction of the theoretical maximum amount of product (1.0 means a 100% yield; for example, 0.34 means a 34% yield). (1) The reactants are Cl.[CH2:2]([O:9][C:10]1[CH:15]=[CH:14][C:13]([NH:16][C:17]2[C:26]3[C:21](=[CH:22][C:23]([F:28])=[C:24](I)[CH:25]=3)[N:20]=[CH:19][N:18]=2)=[CH:12][CH:11]=1)[C:3]1[CH:8]=[CH:7][CH:6]=[CH:5][CH:4]=1.[O:29]1[CH2:33][CH2:32][O:31][CH:30]1[C:34]1[O:38][C:37]([Sn](CCCC)(CCCC)CCCC)=[CH:36][CH:35]=1.C(N(C(C)C)CC)(C)C. The catalyst is CN(C=O)C.Cl[Pd](Cl)([P](C1C=CC=CC=1)(C1C=CC=CC=1)C1C=CC=CC=1)[P](C1C=CC=CC=1)(C1C=CC=CC=1)C1C=CC=CC=1. The product is [CH2:2]([O:9][C:10]1[CH:15]=[CH:14][C:13]([NH:16][C:17]2[C:26]3[C:21](=[CH:22][C:23]([F:28])=[C:24]([C:37]4[O:38][C:34]([CH:30]5[O:31][CH2:32][CH2:33][O:29]5)=[CH:35][CH:36]=4)[CH:25]=3)[N:20]=[CH:19][N:18]=2)=[CH:12][CH:11]=1)[C:3]1[CH:8]=[CH:7][CH:6]=[CH:5][CH:4]=1. The yield is 0.590. (2) The reactants are F[C:2]1[C:7]2[C:8](=[O:16])[C:9]3[S:15][CH:14]=[CH:13][C:10]=3[CH2:11][S:12][C:6]=2[CH:5]=[CH:4][CH:3]=1.Cl.[CH2:18]([O:20][C:21](=[O:24])[CH2:22][NH2:23])[CH3:19].C(N(CC)CC)C.O. The catalyst is CN1CCCC1=O.C(OCC)(=O)C. The product is [CH2:18]([O:20][C:21]([CH2:22][NH:23][C:2]1[C:7]2[C:8](=[O:16])[C:9]3[S:15][CH:14]=[CH:13][C:10]=3[CH2:11][S:12][C:6]=2[CH:5]=[CH:4][CH:3]=1)=[O:24])[CH3:19]. The yield is 0.490. (3) The reactants are Cl.[S:2]1[C:6]([C:7]2[C:15]3[C:11](=[CH:12][N:13](COCC[Si](C)(C)C)[N:14]=3)[CH:10]=[C:9]([C:24]3[CH:25]=[N:26][C:27]([NH2:30])=[N:28][CH:29]=3)[CH:8]=2)=[CH:5][C:4]2[CH:31]=[CH:32][CH:33]=[CH:34][C:3]1=2. The catalyst is CO. The product is [S:2]1[C:6]([C:7]2[CH:8]=[C:9]([C:24]3[CH:29]=[N:28][C:27]([NH2:30])=[N:26][CH:25]=3)[CH:10]=[C:11]3[C:15]=2[NH:14][N:13]=[CH:12]3)=[CH:5][C:4]2[CH:31]=[CH:32][CH:33]=[CH:34][C:3]1=2. The yield is 0.600. (4) The reactants are [N:1]([C:4]1[CH:13]=[CH:12][CH:11]=[C:10]2[C:5]=1[CH:6]=[CH:7][N:8]=[CH:9]2)=[C:2]=[O:3].[F:14][C:15]([F:28])([F:27])[C:16]1[CH:25]=[C:24]2[C:19]([CH:20]([NH2:26])[CH2:21][CH2:22][O:23]2)=[CH:18][CH:17]=1. No catalyst specified. The product is [CH:9]1[C:10]2[C:5](=[C:4]([NH:1][C:2]([NH:26][CH:20]3[C:19]4[C:24](=[CH:25][C:16]([C:15]([F:28])([F:14])[F:27])=[CH:17][CH:18]=4)[O:23][CH2:22][CH2:21]3)=[O:3])[CH:13]=[CH:12][CH:11]=2)[CH:6]=[CH:7][N:8]=1. The yield is 0.230. (5) The catalyst is CC#N.CCOC(C)=O. The yield is 0.700. The reactants are Br[CH:2]1[CH2:20][CH2:19][C:5]2=[CH:6][C:7]3[C:8]4[CH:17]=[CH:16][C:15]([Cl:18])=[CH:14][C:9]=4[CH2:10][O:11][C:12]=3[CH:13]=[C:4]2[C:3]1=[O:21].[C:22]([O:26][C:27]([N:29]1[CH2:33][C@@H:32]([CH3:34])[CH2:31][C@H:30]1[C:35]([OH:37])=[O:36])=[O:28])([CH3:25])([CH3:24])[CH3:23].CCN(C(C)C)C(C)C. The product is [CH3:34][C@@H:32]1[CH2:33][N:29]([C:27]([O:26][C:22]([CH3:23])([CH3:25])[CH3:24])=[O:28])[C@H:30]([C:35]([O:37][CH:2]2[CH2:20][CH2:19][C:5]3=[CH:6][C:7]4[C:8]5[CH:17]=[CH:16][C:15]([Cl:18])=[CH:14][C:9]=5[CH2:10][O:11][C:12]=4[CH:13]=[C:4]3[C:3]2=[O:21])=[O:36])[CH2:31]1. (6) The catalyst is C(OCC)(=O)C.[Pd]. The product is [C:16]1([S:13]([N:10]2[C:7]3=[N:8][CH:9]=[C:4]([NH2:1])[C:5]([NH:22][CH:23]4[CH2:28][CH2:27][CH2:26][O:25][CH2:24]4)=[C:6]3[CH:12]=[CH:11]2)(=[O:14])=[O:15])[CH:17]=[CH:18][CH:19]=[CH:20][CH:21]=1. The yield is 0.942. The reactants are [N+:1]([C:4]1[CH:9]=[N:8][C:7]2[N:10]([S:13]([C:16]3[CH:21]=[CH:20][CH:19]=[CH:18][CH:17]=3)(=[O:15])=[O:14])[CH:11]=[CH:12][C:6]=2[C:5]=1[NH:22][CH:23]1[CH2:28][CH2:27][CH2:26][O:25][CH2:24]1)([O-])=O. (7) The reactants are [Cl:1][C:2]1[N:7]=[C:6](Cl)[C:5]([N+:9]([O-:11])=[O:10])=[CH:4][N:3]=1.[NH2:12][C:13]1[CH:18]=[CH:17][CH:16]=[CH:15][C:14]=1[C:19]([C:21]1[CH:26]=[CH:25][CH:24]=[CH:23][CH:22]=1)=[O:20].C(N(CC)C(C)C)(C)C. The catalyst is C1COCC1. The product is [Cl:1][C:2]1[N:7]=[C:6]([NH:12][C:13]2[CH:18]=[CH:17][CH:16]=[CH:15][C:14]=2[C:19]([C:21]2[CH:22]=[CH:23][CH:24]=[CH:25][CH:26]=2)=[O:20])[C:5]([N+:9]([O-:11])=[O:10])=[CH:4][N:3]=1. The yield is 0.900. (8) The product is [CH3:6][C:7]1([CH2:8][OH:9])[CH2:1][CH:10]1[C:11]1[CH:12]=[CH:13][C:14]([CH3:17])=[CH:15][CH:16]=1. The catalyst is C(OCC)C. The yield is 0.900. The reactants are [CH2:1]([Li])CCC.[CH3:6]/[C:7](=[CH:10]\[C:11]1[CH:16]=[CH:15][C:14]([CH3:17])=[CH:13][CH:12]=1)/[CH2:8][OH:9].BrCBr.C([Mg]Cl)(C)(C)C.[Cl-].[NH4+]. (9) The yield is 0.655. No catalyst specified. The reactants are [F:1][C:2]([F:45])([F:44])[C:3]1[CH:4]=[C:5]([C:13]([CH3:43])([CH3:42])[C:14]([N:16]([CH3:41])[C:17]2[C:18]([C:33]3[CH:38]=[CH:37][C:36]([F:39])=[CH:35][C:34]=3[CH3:40])=[CH:19][C:20]([C@@H:23]3[NH:27][C@@:26]([CH3:32])([C:28](OC)=[O:29])[CH2:25][CH2:24]3)=[N:21][CH:22]=2)=[O:15])[CH:6]=[C:7]([C:9]([F:12])([F:11])[F:10])[CH:8]=1.CO.[NH3:48]. The product is [F:11][C:9]([F:12])([F:10])[C:7]1[CH:6]=[C:5]([C:13]([CH3:43])([CH3:42])[C:14]([N:16]([CH3:41])[C:17]2[C:18]([C:33]3[CH:38]=[CH:37][C:36]([F:39])=[CH:35][C:34]=3[CH3:40])=[CH:19][C:20]([C@@H:23]3[NH:27][C@@:26]([CH3:32])([C:28]([NH2:48])=[O:29])[CH2:25][CH2:24]3)=[N:21][CH:22]=2)=[O:15])[CH:4]=[C:3]([C:2]([F:44])([F:45])[F:1])[CH:8]=1.